This data is from Catalyst prediction with 721,799 reactions and 888 catalyst types from USPTO. The task is: Predict which catalyst facilitates the given reaction. (1) Reactant: [NH2:1][C:2]1[N:7]=[CH:6][N:5]=[C:4]2[N:8]([CH:24]3[CH2:29][CH2:28][CH2:27][N:26]([C:30](=[O:34])[CH2:31][C:32]#[N:33])[CH2:25]3)[N:9]=[C:10]([C:11]3[CH:16]=[CH:15][C:14]([O:17][C:18]4[CH:23]=[CH:22][CH:21]=[CH:20][CH:19]=4)=[CH:13][CH:12]=3)[C:3]=12.N1[CH2:40][CH2:39][CH2:38][CH2:37]C1.C1(C=O)CC1. Product: [NH2:1][C:2]1[N:7]=[CH:6][N:5]=[C:4]2[N:8]([CH:24]3[CH2:29][CH2:28][CH2:27][N:26]([C:30]([C:31](=[CH:37][CH:38]4[CH2:40][CH2:39]4)[C:32]#[N:33])=[O:34])[CH2:25]3)[N:9]=[C:10]([C:11]3[CH:12]=[CH:13][C:14]([O:17][C:18]4[CH:19]=[CH:20][CH:21]=[CH:22][CH:23]=4)=[CH:15][CH:16]=3)[C:3]=12. The catalyst class is: 5. (2) Product: [CH2:1]([C:3]1[CH:4]=[CH:5][C:6]([CH:9]([OH:17])[CH2:10][O:20][C:21]2[CH:28]=[CH:27][C:24]([CH:25]=[O:26])=[CH:23][CH:22]=2)=[N:7][CH:8]=1)[CH3:2]. The catalyst class is: 107. Reactant: [CH2:1]([C:3]1[CH:4]=[CH:5][C:6]([CH:9]=[CH2:10])=[N:7][CH:8]=1)[CH3:2].BrN1C(=[O:17])CCC1=O.[K].[OH:20][C:21]1[CH:28]=[CH:27][C:24]([CH:25]=[O:26])=[CH:23][CH:22]=1. (3) Reactant: [CH3:1][C:2]([NH:14][C@@H:15]1[CH2:19][C@H:18]([C:20]2[CH:25]=[CH:24][CH:23]=[C:22]([O:26]C)[CH:21]=2)[N:17]([C:28]2[CH:33]=[CH:32][C:31]([C:34]([F:37])([F:36])[F:35])=[CH:30][CH:29]=2)[C:16]1=[O:38])([C:4]1[CH:9]=[CH:8][CH:7]=[C:6]([C:10]([F:13])([F:12])[F:11])[N:5]=1)[CH3:3].Cl.N1C=CC=CC=1.[OH-].[NH4+]. Product: [CH3:3][C:2]([NH:14][C@@H:15]1[CH2:19][C@H:18]([C:20]2[CH:25]=[CH:24][CH:23]=[C:22]([OH:26])[CH:21]=2)[N:17]([C:28]2[CH:29]=[CH:30][C:31]([C:34]([F:35])([F:37])[F:36])=[CH:32][CH:33]=2)[C:16]1=[O:38])([C:4]1[CH:9]=[CH:8][CH:7]=[C:6]([C:10]([F:13])([F:12])[F:11])[N:5]=1)[CH3:1]. The catalyst class is: 6. (4) Reactant: [F:1][C:2]1[C:10]2[C:9]([CH3:12])([CH3:11])[O:8][B:7]([OH:13])[C:6]=2[CH:5]=[CH:4][C:3]=1[C:14](Cl)=[N:15][OH:16].[Cl:18][C:19]1[CH:24]=[C:23]([C:25]([C:27]([F:30])([F:29])[F:28])=[CH2:26])[CH:22]=[C:21]([Cl:31])[CH:20]=1. Product: [Cl:18][C:19]1[CH:24]=[C:23]([C:25]2([C:27]([F:30])([F:28])[F:29])[O:16][N:15]=[C:14]([C:3]3[CH:4]=[CH:5][C:6]4[B:7]([OH:13])[O:8][C:9]([CH3:12])([CH3:11])[C:10]=4[C:2]=3[F:1])[CH2:26]2)[CH:22]=[C:21]([Cl:31])[CH:20]=1. The catalyst class is: 3. (5) Reactant: [S:1]1[C:5]2[CH:6]=[CH:7][CH:8]=[CH:9][C:4]=2[CH:3]=[C:2]1[C:10]1[CH2:13][CH2:12][C:11]=1[NH:14][C:15](=[O:26])[C:16]1[CH:21]=[CH:20][CH:19]=[CH:18][C:17]=1[C:22]([F:25])([F:24])[F:23]. Product: [S:1]1[C:5]2[CH:6]=[CH:7][CH:8]=[CH:9][C:4]=2[CH:3]=[C:2]1[CH:10]1[CH2:13][CH2:12][CH:11]1[NH:14][C:15](=[O:26])[C:16]1[CH:21]=[CH:20][CH:19]=[CH:18][C:17]=1[C:22]([F:24])([F:23])[F:25]. The catalyst class is: 5.